Dataset: Catalyst prediction with 721,799 reactions and 888 catalyst types from USPTO. Task: Predict which catalyst facilitates the given reaction. (1) Reactant: [C@H:1]12[CH2:7][C@H:4]([CH2:5][CH2:6]1)[CH2:3][C@H:2]2[NH:8][C:9]1[N:14]=[C:13]([C:15]([F:18])([F:17])[F:16])[C:12]([CH2:19]O)=[CH:11][N:10]=1.S(Cl)([Cl:23])=O.C(=O)([O-])O.[Na+]. Product: [C@H:1]12[CH2:7][C@H:4]([CH2:5][CH2:6]1)[CH2:3][C@H:2]2[NH:8][C:9]1[N:14]=[C:13]([C:15]([F:18])([F:17])[F:16])[C:12]([CH2:19][Cl:23])=[CH:11][N:10]=1. The catalyst class is: 4. (2) Reactant: Cl.[F:2][C:3]1[CH:8]=[CH:7][C:6]([CH:9]([OH:23])[CH:10]([NH2:22])[CH2:11][C:12]2[CH:17]=[CH:16][C:15]([C:18]([F:21])([F:20])[F:19])=[CH:14][CH:13]=2)=[CH:5][CH:4]=1.[CH:24]1[C:33]2[C:28](=[CH:29][CH:30]=[CH:31][CH:32]=2)[CH:27]=[CH:26][C:25]=1[C:34](Cl)=[O:35].C(=O)([O-])O.[Na+]. Product: [F:2][C:3]1[CH:4]=[CH:5][C:6]([CH:9]([OH:23])[CH:10]([NH:22][C:34]([C:25]2[CH:26]=[CH:27][C:28]3[C:33](=[CH:32][CH:31]=[CH:30][CH:29]=3)[CH:24]=2)=[O:35])[CH2:11][C:12]2[CH:17]=[CH:16][C:15]([C:18]([F:21])([F:20])[F:19])=[CH:14][CH:13]=2)=[CH:7][CH:8]=1. The catalyst class is: 84. (3) Reactant: [CH:1]1([OH:7])[CH2:6][CH2:5][CH2:4][CH2:3][CH2:2]1.CN(C)C(=O)C.[H-].[Na+].[Br:16][C:17]1[CH:22]=[CH:21][CH:20]=[C:19](F)[C:18]=1[C:24]([F:27])([F:26])[F:25]. Product: [Br:16][C:17]1[CH:22]=[CH:21][CH:20]=[C:19]([O:7][CH:1]2[CH2:6][CH2:5][CH2:4][CH2:3][CH2:2]2)[C:18]=1[C:24]([F:27])([F:26])[F:25]. The catalyst class is: 6. (4) Reactant: [N:1]1[CH:6]=[CH:5][CH:4]=[CH:3][C:2]=1[CH2:7][NH:8][C:9]([NH2:11])=[S:10].[C:12]([CH2:14][C:15](OCC)=[O:16])#[N:13].[O-]CC.[Na+].[Na].S(=O)(=O)(O)O. Product: [NH2:13][C:12]1[N:8]([CH2:7][C:2]2[CH:3]=[CH:4][CH:5]=[CH:6][N:1]=2)[C:9](=[S:10])[NH:11][C:15](=[O:16])[CH:14]=1. The catalyst class is: 40. (5) Reactant: [Cl:1][C:2]1[CH:3]=[CH:4][C:5]([OH:10])=[C:6]([CH:9]=1)[CH:7]=[O:8].C([O-])([O-])=O.[K+].[K+].[C:17]([NH:21][S:22]([CH2:25]Cl)(=[O:24])=[O:23])([CH3:20])([CH3:19])[CH3:18].Cl. Product: [C:17]([NH:21][S:22]([CH2:25][O:10][C:5]1[CH:4]=[CH:3][C:2]([Cl:1])=[CH:9][C:6]=1[CH:7]=[O:8])(=[O:24])=[O:23])([CH3:20])([CH3:19])[CH3:18]. The catalyst class is: 3. (6) Reactant: C1N2CN3CN(C2)CN1C3.[CH3:11][O:12][C:13]1[CH:30]=[CH:29][C:16]([CH2:17][N:18]2[C:22](=[O:23])[C:21]3=[CH:24][CH:25]=[CH:26][CH:27]=[C:20]3[C:19]2=[O:28])=[CH:15][CH:14]=1.FC(F)(F)[C:33](O)=[O:34].C(=O)([O-])[O-].[K+].[K+]. Product: [CH:33]([C:30]1[CH:29]=[C:16]([CH:15]=[CH:14][C:13]=1[O:12][CH3:11])[CH2:17][N:18]1[C:22](=[O:23])[C:21]2=[CH:24][CH:25]=[CH:26][CH:27]=[C:20]2[C:19]1=[O:28])=[O:34]. The catalyst class is: 6. (7) Reactant: C(O)(=O)C[C:3]([CH2:8][C:9]([OH:11])=O)([C:5]([OH:7])=O)O.OP([O-])([O-])=O.[K+].[K+].Cl.[CH2:22]([NH2:29])[C:23]1[CH:28]=[CH:27][CH:26]=[CH:25][CH:24]=1.Cl.[CH2:31]([C:38](O)=O)[C:32](CC(O)=O)=O. Product: [CH2:22]([N:29]1[CH:31]2[CH2:38][C:9](=[O:11])[CH2:8][CH:3]1[CH2:5][O:7][CH2:32]2)[C:23]1[CH:28]=[CH:27][CH:26]=[CH:25][CH:24]=1. The catalyst class is: 211. (8) Reactant: Cl[C:2]1[N:7]=[C:6]([Cl:8])[N:5]=[C:4]([Cl:9])[N:3]=1.Cl.[CH3:11][NH:12][O:13][CH3:14].CCN(C(C)C)C(C)C. Product: [Cl:9][C:4]1[N:5]=[C:6]([Cl:8])[N:7]=[C:2]([N:12]([CH3:11])[O:13][CH3:14])[N:3]=1. The catalyst class is: 21. (9) Product: [Br:19][C:3]1[C:4]2[C:9](=[CH:8][C:7]([C:10]#[N:11])=[CH:6][CH:5]=2)[NH:1][CH:2]=1. The catalyst class is: 2. Reactant: [NH:1]1[C:9]2[C:4](=[CH:5][CH:6]=[C:7]([C:10]#[N:11])[CH:8]=2)[CH:3]=[CH:2]1.C1C(=O)N([Br:19])C(=O)C1.